Dataset: Full USPTO retrosynthesis dataset with 1.9M reactions from patents (1976-2016). Task: Predict the reactants needed to synthesize the given product. (1) The reactants are: [Cl:1][C:2]1[N:12]([C:13]2[CH:18]=[CH:17][CH:16]=[CH:15][CH:14]=2)[C:5]2=[CH:6][N:7]=[C:8]([O:10][CH3:11])[CH:9]=[C:4]2[C:3]=1[C:19](O)=[O:20].[N:22]1([C:28]([O:30][C:31]([CH3:34])([CH3:33])[CH3:32])=[O:29])[CH2:27][CH2:26][NH:25][CH2:24][CH2:23]1.Cl.C(N=C=NCCCN(C)C)C.O.ON1C2C=CC=CC=2N=N1.CN1CCOCC1. Given the product [C:31]([O:30][C:28]([N:22]1[CH2:27][CH2:26][N:25]([C:19]([C:3]2[C:4]3[C:5](=[CH:6][N:7]=[C:8]([O:10][CH3:11])[CH:9]=3)[N:12]([C:13]3[CH:18]=[CH:17][CH:16]=[CH:15][CH:14]=3)[C:2]=2[Cl:1])=[O:20])[CH2:24][CH2:23]1)=[O:29])([CH3:34])([CH3:32])[CH3:33], predict the reactants needed to synthesize it. (2) Given the product [OH:29][C:18]1([CH2:17][CH2:16][CH2:14][OH:13])[CH2:21][N:20]([C:22]([O:24][C:25]([CH3:26])([CH3:27])[CH3:28])=[O:23])[CH2:19]1, predict the reactants needed to synthesize it. The reactants are: [H-].C([Al+]CC(C)C)C(C)C.C([O:13][C:14]([CH2:16][CH2:17][C:18]1([OH:29])[CH2:21][N:20]([C:22]([O:24][C:25]([CH3:28])([CH3:27])[CH3:26])=[O:23])[CH2:19]1)=O)C. (3) Given the product [CH:32]1([CH2:31][O:30][C:4]2[CH:5]=[C:6]([CH:27]=[CH:28][N:29]=2)[C:7]([NH:9][C:10]2[S:11][C:12]3[C:18]([CH:19]4[CH2:24][O:23][CH2:22][CH2:21][O:20]4)=[CH:17][CH:16]=[C:15]([O:25][CH3:26])[C:13]=3[N:14]=2)=[O:8])[CH2:34][CH2:33]1, predict the reactants needed to synthesize it. The reactants are: [H-].[Na+].Br[C:4]1[CH:5]=[C:6]([CH:27]=[CH:28][N:29]=1)[C:7]([NH:9][C:10]1[S:11][C:12]2[C:18]([CH:19]3[CH2:24][O:23][CH2:22][CH2:21][O:20]3)=[CH:17][CH:16]=[C:15]([O:25][CH3:26])[C:13]=2[N:14]=1)=[O:8].[OH:30][CH2:31][CH:32]1[CH2:34][CH2:33]1.C(Cl)(Cl)Cl.